Dataset: Reaction yield outcomes from USPTO patents with 853,638 reactions. Task: Predict the reaction yield, written as a fraction of the theoretical maximum amount of product (1.0 means a 100% yield; for example, 0.34 means a 34% yield). The product is [C:1]([C:3]1[CH:4]=[C:5]([C:13]([Cl:19])=[O:15])[C:6]2[C:11]([CH:12]=1)=[CH:10][CH:9]=[CH:8][CH:7]=2)#[N:2]. The catalyst is C(Cl)Cl. The reactants are [C:1]([C:3]1[CH:4]=[C:5]([C:13]([OH:15])=O)[C:6]2[C:11]([CH:12]=1)=[CH:10][CH:9]=[CH:8][CH:7]=2)#[N:2].C(Cl)(=O)C([Cl:19])=O.CN(C=O)C. The yield is 1.00.